From a dataset of Forward reaction prediction with 1.9M reactions from USPTO patents (1976-2016). Predict the product of the given reaction. (1) Given the reactants [NH2:1][C@H:2]([CH2:12][O:13][Si:14]([C:17]([CH3:20])([CH3:19])[CH3:18])([CH3:16])[CH3:15])[CH2:3][NH:4][C:5](=[O:11])[O:6][C:7]([CH3:10])([CH3:9])[CH3:8].C(N(CC)CC)C.Cl[C:29]1[C:38]2[C:33](=[CH:34][CH:35]=[CH:36][CH:37]=2)[N:32]=[CH:31][C:30]=1[N+:39]([O-:41])=[O:40].O, predict the reaction product. The product is: [Si:14]([O:13][CH2:12][C@@H:2]([NH:1][C:29]1[C:38]2[C:33](=[CH:34][CH:35]=[CH:36][CH:37]=2)[N:32]=[CH:31][C:30]=1[N+:39]([O-:41])=[O:40])[CH2:3][NH:4][C:5](=[O:11])[O:6][C:7]([CH3:9])([CH3:10])[CH3:8])([C:17]([CH3:20])([CH3:19])[CH3:18])([CH3:15])[CH3:16]. (2) Given the reactants FF.C=C.[C:5]([CH2:30][CH2:31]I)([C:8]([C:11]([C:14]([C:17]([C:20]([C:23]([C:26]([F:29])([F:28])[F:27])([F:25])[F:24])([F:22])[F:21])([F:19])[F:18])([F:16])[F:15])([F:13])[F:12])([F:10])[F:9])([F:7])[F:6].[C:33]([OH:37])(=[O:36])[CH:34]=[CH2:35].C([O-])(=O)C=C.[K+], predict the reaction product. The product is: [C:5]([CH2:30][CH2:31][O:37][C:33]([CH:34]=[CH2:35])=[O:36])([C:8]([C:11]([C:14]([C:17]([C:20]([C:23]([C:26]([F:29])([F:28])[F:27])([F:25])[F:24])([F:22])[F:21])([F:19])[F:18])([F:16])[F:15])([F:13])[F:12])([F:10])[F:9])([F:7])[F:6]. (3) Given the reactants [C:1]1([CH3:26])[CH:6]=[CH:5][C:4]([S:7]([N:10]2[CH2:14][CH2:13][CH:12](OS(C3C=CC(C)=CC=3)(=O)=O)[CH2:11]2)(=[O:9])=[O:8])=[CH:3][CH:2]=1.[CH3:27][O:28][C:29]1[CH:30]=[C:31]([SH:35])[CH:32]=[CH:33][CH:34]=1, predict the reaction product. The product is: [CH3:27][O:28][C:29]1[CH:30]=[C:31]([S:35][CH:12]2[CH2:13][CH2:14][N:10]([S:7]([C:4]3[CH:3]=[CH:2][C:1]([CH3:26])=[CH:6][CH:5]=3)(=[O:8])=[O:9])[CH2:11]2)[CH:32]=[CH:33][CH:34]=1. (4) Given the reactants Br[C:2]1[CH:3]=[C:4]2[C:9](=[CH:10][CH:11]=1)[N:8]=[CH:7][C:6]([C:12]([CH:14]1[CH2:16][CH2:15]1)=[O:13])=[C:5]2[NH:17][C:18]1[CH:19]=[CH:20][C:21]([N:24]2[CH2:29][CH2:28][N:27]([C:30]([O:32][C:33]([CH3:36])([CH3:35])[CH3:34])=[O:31])[CH2:26][CH2:25]2)=[N:22][CH:23]=1.[Cl:37][C:38]1[CH:43]=[C:42](B2OC(C)(C)C(C)(C)O2)[CH:41]=[C:40]([Cl:53])[C:39]=1[OH:54], predict the reaction product. The product is: [CH:14]1([C:12]([C:6]2[CH:7]=[N:8][C:9]3[C:4]([C:5]=2[NH:17][C:18]2[CH:19]=[CH:20][C:21]([N:24]4[CH2:29][CH2:28][N:27]([C:30]([O:32][C:33]([CH3:34])([CH3:35])[CH3:36])=[O:31])[CH2:26][CH2:25]4)=[N:22][CH:23]=2)=[CH:3][C:2]([C:42]2[CH:43]=[C:38]([Cl:37])[C:39]([OH:54])=[C:40]([Cl:53])[CH:41]=2)=[CH:11][CH:10]=3)=[O:13])[CH2:15][CH2:16]1. (5) Given the reactants C[O:2][C:3]([C:5]1[C:14]2[C:9](=[C:10]([NH:15][S:16]([C:19]3[CH:24]=[CH:23][CH:22]=[CH:21][CH:20]=3)(=[O:18])=[O:17])[CH:11]=[CH:12][CH:13]=2)[N:8]=[CH:7][CH:6]=1)=O.[CH3:25][NH2:26], predict the reaction product. The product is: [CH3:25][NH:26][C:3]([C:5]1[C:14]2[C:9](=[C:10]([NH:15][S:16]([C:19]3[CH:20]=[CH:21][CH:22]=[CH:23][CH:24]=3)(=[O:18])=[O:17])[CH:11]=[CH:12][CH:13]=2)[N:8]=[CH:7][CH:6]=1)=[O:2]. (6) Given the reactants C[O:2][C:3]([C:5]1[C:9]([NH2:10])=[CH:8][N:7]([CH:11]2[CH2:16][CH2:15][CH2:14][CH2:13][O:12]2)[N:6]=1)=[O:4].[OH-].[Na+].Cl[C:20]([O:22][CH2:23][C:24]1[CH:29]=[CH:28][CH:27]=[CH:26][CH:25]=1)=[O:21], predict the reaction product. The product is: [CH2:23]([O:22][C:20]([NH:10][C:9]1[C:5]([C:3]([OH:2])=[O:4])=[N:6][N:7]([CH:11]2[CH2:16][CH2:15][CH2:14][CH2:13][O:12]2)[CH:8]=1)=[O:21])[C:24]1[CH:29]=[CH:28][CH:27]=[CH:26][CH:25]=1.